Dataset: Reaction yield outcomes from USPTO patents with 853,638 reactions. Task: Predict the reaction yield, written as a fraction of the theoretical maximum amount of product (1.0 means a 100% yield; for example, 0.34 means a 34% yield). (1) The reactants are C1(P(C2C=CC=CC=2)C2C=CC=CC=2)C=CC=CC=1.[OH:20][CH2:21][CH2:22][N:23]1[CH2:28][CH2:27][NH:26][CH2:25][CH2:24]1.CCOC(/N=N/C(OCC)=O)=O.[CH2:41]([C:43]1[CH:65]=[CH:64][CH:63]=[CH:62][C:44]=1[NH:45][C:46]1[C:55]2[C:50](=[CH:51][C:52](O)=[C:53]([O:56][CH3:57])[CH:54]=2)[N:49]=[CH:48][C:47]=1[C:59]([NH2:61])=[O:60])[CH3:42]. The catalyst is C(Cl)Cl.C1COCC1. The product is [CH2:41]([C:43]1[CH:65]=[CH:64][CH:63]=[CH:62][C:44]=1[NH:45][C:46]1[C:55]2[C:50](=[CH:51][C:52]([O:20][CH2:21][CH2:22][N:23]3[CH2:28][CH2:27][NH:26][CH2:25][CH2:24]3)=[C:53]([O:56][CH3:57])[CH:54]=2)[N:49]=[CH:48][C:47]=1[C:59]([NH2:61])=[O:60])[CH3:42]. The yield is 0.240. (2) The reactants are C[Si](C)(C)C#CC=C1CCNCC1.[CH3:14][O:15][C:16]1[C:21]([C:22]#[N:23])=[C:20]([N:24]2[CH2:29][CH2:28][C:27](=[CH:30][C:31]#[C:32][Si](C)(C)C)[CH2:26][CH2:25]2)[N:19]=[CH:18][CH:17]=1.Br[C:38]1[CH:43]=[C:42]([F:44])[CH:41]=[C:40](F)[CH:39]=1.IC1C=C(F)C=CC=1.O.[F-].C([N+](CCCC)(CCCC)CCCC)CCC. No catalyst specified. The product is [F:44][C:42]1[CH:41]=[C:40]([C:32]#[C:31][CH:30]=[C:27]2[CH2:28][CH2:29][N:24]([C:20]3[N:19]=[CH:18][CH:17]=[C:16]([O:15][CH3:14])[C:21]=3[C:22]#[N:23])[CH2:25][CH2:26]2)[CH:39]=[CH:38][CH:43]=1. The yield is 0.204. (3) The reactants are C([O:8][N:9]1[C:15](=[O:16])[N:14]2[CH2:17][C@H:10]1[CH2:11][CH2:12][C@H:13]2[C:18]1[O:19][CH:20]=[N:21][N:22]=1)C1C=CC=CC=1. The catalyst is C1COCC1.[Pd]. The product is [OH:8][N:9]1[C:15](=[O:16])[N:14]2[CH2:17][C@H:10]1[CH2:11][CH2:12][C@H:13]2[C:18]1[O:19][CH:20]=[N:21][N:22]=1. The yield is 0.910. (4) The reactants are [CH:1]([S:4][C:5]1[CH:10]=[CH:9][CH:8]=[C:7](I)[CH:6]=1)([CH3:3])[CH3:2].C([Li])CCC.[Cl:17][C:18]1[CH:19]=[C:20]([C:26]([F:29])([F:28])[F:27])[CH:21]=[C:22]([Cl:25])[C:23]=1F.O. The catalyst is C1C=CC=CC=1.CCCCCC.C(OCC)C. The product is [CH:1]([S:4][C:5]1[CH:10]=[CH:9][CH:8]=[C:7]([C:23]2[C:22]([Cl:25])=[CH:21][C:20]([C:26]([F:27])([F:29])[F:28])=[CH:19][C:18]=2[Cl:17])[CH:6]=1)([CH3:3])[CH3:2]. The yield is 0.380. (5) The reactants are CC(C)([S@@]([NH:6][C@:7]([C:20]1[CH:25]=[CH:24][CH:23]=[CH:22][CH:21]=1)([CH3:19])[CH2:8][C:9]([NH:11][C:12]1[CH:13]=[C:14]([CH3:18])[CH:15]=[CH:16][CH:17]=1)=[O:10])=O)C.Cl.O1CCOCC1. The catalyst is CO. The product is [NH2:6][C@:7]([C:20]1[CH:25]=[CH:24][CH:23]=[CH:22][CH:21]=1)([CH3:19])[CH2:8][C:9]([NH:11][C:12]1[CH:13]=[C:14]([CH3:18])[CH:15]=[CH:16][CH:17]=1)=[O:10]. The yield is 0.900. (6) The yield is 0.510. The reactants are [H-].[Na+].[N+:3]([C:6]1[CH:11]=[CH:10][C:9]([CH2:12][C:13]#[N:14])=[CH:8][CH:7]=1)([O-:5])=[O:4].Br[C:16](Br)([CH2:19][CH3:20])[CH2:17][CH3:18]. The product is [N+:3]([C:6]1[CH:7]=[CH:8][C:9]([C:12]2([C:13]#[N:14])[CH2:20][CH2:19][CH2:16][CH2:17][CH2:18]2)=[CH:10][CH:11]=1)([O-:5])=[O:4]. The catalyst is CS(C)=O.C1COCC1.CCOC(C)=O. (7) The product is [CH:1]([N:4]1[C:8]([C:9]2[N:18]=[C:17]3[C:16]4[CH:19]=[N:20][C:21]([N:33]5[CH:30]6[CH2:31][CH2:32][CH:26]5[C:27](=[O:34])[NH:28][CH2:29]6)=[CH:22][C:15]=4[O:14][CH2:13][CH2:12][N:11]3[CH:10]=2)=[N:7][CH:6]=[N:5]1)([CH3:2])[CH3:3]. The reactants are [CH:1]([N:4]1[C:8]([C:9]2[N:18]=[C:17]3[N:11]([CH2:12][CH2:13][O:14][C:15]4[CH:22]=[C:21](O)[N:20]=[CH:19][C:16]=43)[CH:10]=2)=[N:7][CH:6]=[N:5]1)([CH3:3])[CH3:2].[H-].[Na+].[CH:26]12[NH:33][CH:30]([CH2:31][CH2:32]1)[CH2:29][NH:28][C:27]2=[O:34].C(N(CC)CC)C. The catalyst is CN1C(=O)CCC1. The yield is 0.290. (8) The reactants are [NH2:1][C:2]1[C:3]2[C:11](=[O:12])[C:10]([I:13])=[CH:9][NH:8][C:4]=2[N:5]=[CH:6][N:7]=1.C(=O)([O-])[O-].[Cs+].[Cs+].[I-].[K+].[Cl:22][C:23]1[C:24]([CH3:45])=[C:25]([C:34]2[CH:35]=[CH:36][C:37]([C:40]([N:42]([CH3:44])[CH3:43])=[O:41])=[N:38][CH:39]=2)[C:26]([O:32][CH3:33])=[C:27]([CH:29](Cl)[CH3:30])[CH:28]=1. The catalyst is CN(C=O)C.CO. The product is [NH2:1][C:2]1[C:3]2[C:11](=[O:12])[C:10]([I:13])=[CH:9][N:8]([CH:29]([C:27]3[C:26]([O:32][CH3:33])=[C:25]([C:34]4[CH:35]=[CH:36][C:37]([C:40]([N:42]([CH3:43])[CH3:44])=[O:41])=[N:38][CH:39]=4)[C:24]([CH3:45])=[C:23]([Cl:22])[CH:28]=3)[CH3:30])[C:4]=2[N:5]=[CH:6][N:7]=1. The yield is 0.400. (9) The yield is 0.750. The reactants are [Cl-].[Li+].O.[CH:4]([O-:6])=[O:5].[Li+].[Cl:8][C:9]1[CH:14]=[N:13][C:12]2[N:15]([S:19]([C:22]3[CH:28]=[CH:27][C:25]([CH3:26])=[CH:24][CH:23]=3)(=[O:21])=[O:20])[CH:16]=[C:17](I)[C:11]=2[C:10]=1[CH:29]=[O:30].C(OC(=O)C)(=O)C.CCN(C(C)C)C(C)C. The catalyst is CO.C(Cl)Cl.C([O-])(=O)C.[Pd+2].C([O-])(=O)C.CN(C=O)C. The product is [Cl:8][C:9]1[C:10]([CH:29]=[O:30])=[C:11]2[C:17]([C:4]([OH:6])=[O:5])=[CH:16][N:15]([S:19]([C:22]3[CH:28]=[CH:27][C:25]([CH3:26])=[CH:24][CH:23]=3)(=[O:21])=[O:20])[C:12]2=[N:13][CH:14]=1.